Dataset: NCI-60 drug combinations with 297,098 pairs across 59 cell lines. Task: Regression. Given two drug SMILES strings and cell line genomic features, predict the synergy score measuring deviation from expected non-interaction effect. (1) Drug 1: CCC(=C(C1=CC=CC=C1)C2=CC=C(C=C2)OCCN(C)C)C3=CC=CC=C3.C(C(=O)O)C(CC(=O)O)(C(=O)O)O. Drug 2: CC(C)NC(=O)C1=CC=C(C=C1)CNNC.Cl. Cell line: OVCAR3. Synergy scores: CSS=-4.12, Synergy_ZIP=1.23, Synergy_Bliss=-0.610, Synergy_Loewe=-7.08, Synergy_HSA=-6.64. (2) Drug 1: CN(CC1=CN=C2C(=N1)C(=NC(=N2)N)N)C3=CC=C(C=C3)C(=O)NC(CCC(=O)O)C(=O)O. Drug 2: N.N.Cl[Pt+2]Cl. Cell line: HCC-2998. Synergy scores: CSS=48.6, Synergy_ZIP=-11.7, Synergy_Bliss=-12.1, Synergy_Loewe=-17.8, Synergy_HSA=-4.17. (3) Drug 1: CC12CCC3C(C1CCC2=O)CC(=C)C4=CC(=O)C=CC34C. Drug 2: CCC1(CC2CC(C3=C(CCN(C2)C1)C4=CC=CC=C4N3)(C5=C(C=C6C(=C5)C78CCN9C7C(C=CC9)(C(C(C8N6C)(C(=O)OC)O)OC(=O)C)CC)OC)C(=O)OC)O.OS(=O)(=O)O. Cell line: HCT116. Synergy scores: CSS=62.1, Synergy_ZIP=0.336, Synergy_Bliss=-1.32, Synergy_Loewe=-17.3, Synergy_HSA=-0.108. (4) Drug 1: CN(C)N=NC1=C(NC=N1)C(=O)N. Drug 2: CC(C)(C#N)C1=CC(=CC(=C1)CN2C=NC=N2)C(C)(C)C#N. Cell line: UACC-257. Synergy scores: CSS=-6.50, Synergy_ZIP=3.31, Synergy_Bliss=-2.32, Synergy_Loewe=-6.39, Synergy_HSA=-8.11. (5) Drug 1: CC1C(C(CC(O1)OC2CC(CC3=C2C(=C4C(=C3O)C(=O)C5=C(C4=O)C(=CC=C5)OC)O)(C(=O)CO)O)N)O.Cl. Drug 2: C1CN(P(=O)(OC1)NCCCl)CCCl. Cell line: SF-539. Synergy scores: CSS=-3.91, Synergy_ZIP=1.17, Synergy_Bliss=-0.336, Synergy_Loewe=-4.52, Synergy_HSA=-4.77. (6) Drug 1: C1C(C(OC1N2C=C(C(=O)NC2=O)F)CO)O. Drug 2: CS(=O)(=O)OCCCCOS(=O)(=O)C. Cell line: UACC-257. Synergy scores: CSS=4.74, Synergy_ZIP=-1.08, Synergy_Bliss=0.700, Synergy_Loewe=-2.10, Synergy_HSA=0.398. (7) Drug 1: C1=CN(C=N1)CC(O)(P(=O)(O)O)P(=O)(O)O. Drug 2: C1CNP(=O)(OC1)N(CCCl)CCCl. Cell line: SF-295. Synergy scores: CSS=0.0480, Synergy_ZIP=0.694, Synergy_Bliss=0.583, Synergy_Loewe=-1.76, Synergy_HSA=-0.901. (8) Drug 1: CN(C(=O)NC(C=O)C(C(C(CO)O)O)O)N=O. Drug 2: CC1C(C(CC(O1)OC2CC(CC3=C2C(=C4C(=C3O)C(=O)C5=C(C4=O)C(=CC=C5)OC)O)(C(=O)CO)O)N)O.Cl. Cell line: 786-0. Synergy scores: CSS=35.9, Synergy_ZIP=-1.82, Synergy_Bliss=-3.42, Synergy_Loewe=-25.4, Synergy_HSA=-1.89. (9) Drug 1: C1CCC(C1)C(CC#N)N2C=C(C=N2)C3=C4C=CNC4=NC=N3. Drug 2: C1CCC(CC1)NC(=O)N(CCCl)N=O. Cell line: SW-620. Synergy scores: CSS=20.8, Synergy_ZIP=-1.80, Synergy_Bliss=2.97, Synergy_Loewe=-4.26, Synergy_HSA=0.979. (10) Drug 1: CC1C(C(CC(O1)OC2CC(CC3=C2C(=C4C(=C3O)C(=O)C5=C(C4=O)C(=CC=C5)OC)O)(C(=O)CO)O)N)O.Cl. Drug 2: CC1C(C(CC(O1)OC2CC(CC3=C2C(=C4C(=C3O)C(=O)C5=CC=CC=C5C4=O)O)(C(=O)C)O)N)O. Cell line: CAKI-1. Synergy scores: CSS=45.3, Synergy_ZIP=-6.58, Synergy_Bliss=-4.31, Synergy_Loewe=-1.22, Synergy_HSA=0.266.